This data is from Full USPTO retrosynthesis dataset with 1.9M reactions from patents (1976-2016). The task is: Predict the reactants needed to synthesize the given product. (1) Given the product [OH:17][CH:58]([C:29]1[CH:28]=[CH:27][CH:26]=[C:31]([C:32]2[CH:33]=[C:34]3[C:40]([C:41]4[CH:46]=[CH:45][CH:44]=[CH:43][C:42]=4[O:47][CH3:48])=[N:39][NH:38][C:35]3=[N:36][CH:37]=2)[N:30]=1)[C:59]([N:63]([CH3:64])[CH3:62])=[O:60], predict the reactants needed to synthesize it. The reactants are: F[P-](F)(F)(F)(F)F.N1([O:17]C(N(C)C)=[N+](C)C)C2N=CC=CC=2N=N1.O[C:26]1[CH:27]=[CH:28][C:29]([CH2:58][C:59](O)=[O:60])=[N:30][C:31]=1[C:32]1[CH:33]=[C:34]2[C:40]([C:41]3[CH:46]=[CH:45][CH:44]=[CH:43][C:42]=3[O:47][CH3:48])=[N:39][N:38](CCOCC[Si](C)(C)C)[C:35]2=[N:36][CH:37]=1.[CH3:62][NH:63][CH3:64].C(N(C(C)C)CC)(C)C. (2) Given the product [NH2:10][C@@:9]([C:3]1[CH:4]=[CH:5][C:6]([CH3:8])=[CH:7][C:2]=1[F:1])([CH3:18])[CH2:13][C@H:12]([OH:11])[C:14]([F:15])([F:16])[F:17], predict the reactants needed to synthesize it. The reactants are: [F:1][C:2]1[CH:7]=[C:6]([CH3:8])[CH:5]=[CH:4][C:3]=1[C@:9]1([CH3:18])[CH2:13][C@@H:12]([C:14]([F:17])([F:16])[F:15])[O:11][NH:10]1. (3) Given the product [Cl:1][C:2]1[CH:10]=[CH:9][CH:8]=[C:7]2[C:3]=1[C:4]([C:15]([NH:19][CH2:20][C:21]1([OH:29])[CH2:28][CH2:27][CH2:26][C:23]3([CH2:25][CH2:24]3)[CH2:22]1)=[O:17])=[CH:5][N:6]2[CH:11]1[CH2:12][O:13][CH2:14]1, predict the reactants needed to synthesize it. The reactants are: [Cl:1][C:2]1[CH:10]=[CH:9][CH:8]=[C:7]2[C:3]=1[C:4]([C:15]([OH:17])=O)=[CH:5][N:6]2[CH:11]1[CH2:14][O:13][CH2:12]1.Cl.[NH2:19][CH2:20][C:21]1([OH:29])[CH2:28][CH2:27][CH2:26][C:23]2([CH2:25][CH2:24]2)[CH2:22]1.C(Cl)CCl.N1(O)C2C=CC=CC=2N=N1.C(N(C(C)C)C(C)C)C. (4) Given the product [C:1]([O:7][CH2:8][C@H:9]([C@@H:11]1[C@:19]2([CH3:20])[C@H:14]([C:15](=[O:21])[CH2:16][CH2:17][CH2:18]2)[CH2:13][CH2:12]1)[CH3:10])(=[O:6])[C:2]([CH3:5])([CH3:3])[CH3:4], predict the reactants needed to synthesize it. The reactants are: [C:1]([O:7][CH2:8][C@H:9]([C@@H:11]1[C@:19]2([CH3:20])[C@H:14]([C@@H:15]([OH:21])[CH2:16][CH2:17][CH2:18]2)[CH2:13][CH2:12]1)[CH3:10])(=[O:6])[C:2]([CH3:5])([CH3:4])[CH3:3].[Cr](O[Cr]([O-])(=O)=O)([O-])(=O)=O.[NH+]1C=CC=CC=1.[NH+]1C=CC=CC=1. (5) Given the product [I:1][C:2]1[C:10]2[C:9](=[O:11])[N:8]([CH2:21][C:20]([F:24])([F:23])[F:19])[CH:7]=[N:6][C:5]=2[N:4]([CH3:12])[CH:3]=1, predict the reactants needed to synthesize it. The reactants are: [I:1][C:2]1[C:10]2[C:9](=[O:11])[NH:8][CH:7]=[N:6][C:5]=2[N:4]([CH3:12])[CH:3]=1.C(=O)([O-])[O-].[K+].[K+].[F:19][C:20]([F:24])([F:23])[CH2:21]I.